Dataset: Merck oncology drug combination screen with 23,052 pairs across 39 cell lines. Task: Regression. Given two drug SMILES strings and cell line genomic features, predict the synergy score measuring deviation from expected non-interaction effect. Drug 1: N#Cc1ccc(Cn2cncc2CN2CCN(c3cccc(Cl)c3)C(=O)C2)cc1. Drug 2: Cn1c(=O)n(-c2ccc(C(C)(C)C#N)cc2)c2c3cc(-c4cnc5ccccc5c4)ccc3ncc21. Cell line: CAOV3. Synergy scores: synergy=35.1.